From a dataset of Reaction yield outcomes from USPTO patents with 853,638 reactions. Predict the reaction yield, written as a fraction of the theoretical maximum amount of product (1.0 means a 100% yield; for example, 0.34 means a 34% yield). The reactants are [Cl:1][C:2]1[CH:7]=[C:6]([CH3:8])[CH:5]=[CH:4][C:3]=1[CH2:9]Cl.[OH-:11].[K+]. The catalyst is O. The product is [Cl:1][C:2]1[CH:7]=[C:6]([CH3:8])[CH:5]=[CH:4][C:3]=1[CH2:9][CH:3]([CH3:4])[C:2]([Cl:1])=[O:11]. The yield is 0.820.